This data is from Catalyst prediction with 721,799 reactions and 888 catalyst types from USPTO. The task is: Predict which catalyst facilitates the given reaction. (1) Reactant: [NH2:1][C:2]1[N:7]=[CH:6][N:5]=[C:4]2[N:8]([CH:24]3[CH2:29][CH2:28][CH2:27][N:26]([C:30](=[O:34])[CH2:31][C:32]#[N:33])[CH2:25]3)[N:9]=[C:10]([C:11]3[CH:16]=[CH:15][C:14]([O:17][C:18]4[CH:23]=[CH:22][CH:21]=[CH:20][CH:19]=4)=[CH:13][CH:12]=3)[C:3]=12.[CH:35](=O)[C:36]1[CH:41]=[CH:40][CH:39]=[CH:38][CH:37]=1.C1CCN2C(=NCCC2)CC1. The catalyst class is: 3. Product: [NH2:1][C:2]1[N:7]=[CH:6][N:5]=[C:4]2[N:8]([CH:24]3[CH2:29][CH2:28][CH2:27][N:26]([C:30]([C:31](=[CH:35][C:36]4[CH:41]=[CH:40][CH:39]=[CH:38][CH:37]=4)[C:32]#[N:33])=[O:34])[CH2:25]3)[N:9]=[C:10]([C:11]3[CH:12]=[CH:13][C:14]([O:17][C:18]4[CH:19]=[CH:20][CH:21]=[CH:22][CH:23]=4)=[CH:15][CH:16]=3)[C:3]=12. (2) Reactant: [S:1]1[CH2:5][CH2:4][CH2:3][CH2:2]1.[CH2:6]([Br:15])[C:7]([C:9]1[CH:14]=[CH:13][CH:12]=[CH:11][CH:10]=1)=[O:8].C(OCC)(=O)C. Product: [Br-:15].[CH2:6]([S+:1]1[CH2:5][CH2:4][CH2:3][CH2:2]1)[C:7]([C:9]1[CH:14]=[CH:13][CH:12]=[CH:11][CH:10]=1)=[O:8]. The catalyst class is: 10. (3) Reactant: [CH:1]([O:5][C:6]1[CH:11]=[CH:10][CH:9]=[CH:8][C:7]=1[NH2:12])([CH2:3][CH3:4])[CH3:2].Cl[C:14]1[C:15]2[C:22]([CH2:23][CH3:24])=[CH:21][S:20][C:16]=2[N:17]=[CH:18][N:19]=1.[OH-].[NH4+].O. Product: [CH:1]([O:5][C:6]1[CH:11]=[CH:10][CH:9]=[CH:8][C:7]=1[NH:12][C:14]1[C:15]2[C:22]([CH2:23][CH3:24])=[CH:21][S:20][C:16]=2[N:17]=[CH:18][N:19]=1)([CH2:3][CH3:4])[CH3:2]. The catalyst class is: 41. (4) Reactant: [CH3:1][CH:2](O)[CH2:3][C:4]#[CH:5].[C:7]1(=[O:17])[NH:11][C:10](=[O:12])[C:9]2=[CH:13][CH:14]=[CH:15][CH:16]=[C:8]12.C1(P(C2C=CC=CC=2)C2C=CC=CC=2)C=CC=CC=1.N(C(OCC)=O)=NC(OCC)=O. Product: [CH3:5][CH:4]([N:11]1[C:7](=[O:17])[C:8]2[C:9](=[CH:13][CH:14]=[CH:15][CH:16]=2)[C:10]1=[O:12])[CH2:3][C:2]#[CH:1]. The catalyst class is: 7.